Predict the product of the given reaction. From a dataset of Forward reaction prediction with 1.9M reactions from USPTO patents (1976-2016). The product is: [NH2:8][C:7]1[C:2]([C:10]#[N:11])=[N:3][CH:4]=[C:5]([CH3:9])[CH:6]=1. Given the reactants Cl[C:2]1[C:7]([NH2:8])=[CH:6][C:5]([CH3:9])=[CH:4][N:3]=1.[CH3:10][N:11](C=O)C, predict the reaction product.